From a dataset of Reaction yield outcomes from USPTO patents with 853,638 reactions. Predict the reaction yield, written as a fraction of the theoretical maximum amount of product (1.0 means a 100% yield; for example, 0.34 means a 34% yield). The reactants are [C:1]([O:4][C:5]1[C:6](=[CH:10][CH:11]=[CH:12][CH:13]=1)[C:7]([OH:9])=[O:8])(=[O:3])[CH3:2].OC1C2N=NNC=2C=CC=1.C1CCC(N=C=NC2CCCCC2)CC1.O[C:40]1[CH:48]=[CH:47][C:43]([C:44]([NH2:46])=[O:45])=[CH:42][CH:41]=1. The catalyst is CN(C)C=O.C(Cl)(Cl)Cl. The product is [C:1]([O:4][C:5]1[CH:13]=[CH:12][CH:11]=[CH:10][C:6]=1[C:7]([O:9][C:40]1[CH:48]=[CH:47][C:43]([C:44](=[O:45])[NH2:46])=[CH:42][CH:41]=1)=[O:8])(=[O:3])[CH3:2]. The yield is 0.470.